Dataset: Full USPTO retrosynthesis dataset with 1.9M reactions from patents (1976-2016). Task: Predict the reactants needed to synthesize the given product. (1) Given the product [O:21]1[CH2:22][CH2:23][CH2:24][CH2:25][CH:20]1[O:19][CH2:18][CH2:17][CH2:16][CH2:15][O:14][C:4]1[CH:5]=[CH:6][C:7]2[CH2:8][CH2:9][CH2:10][C:11](=[O:12])[NH:1][C:2]=2[N:3]=1, predict the reactants needed to synthesize it. The reactants are: [NH2:1][C:2]1[C:7]([CH2:8][CH2:9][CH2:10][C:11](O)=[O:12])=[CH:6][CH:5]=[C:4]([O:14][CH2:15][CH2:16][CH2:17][CH2:18][O:19][CH:20]2[CH2:25][CH2:24][CH2:23][CH2:22][O:21]2)[N:3]=1.C1(N=C=NC2CCCCC2)CCCCC1. (2) The reactants are: [CH3:1][O:2][C:3]1[C:8]2[N:9]=[C:10]([NH2:12])[S:11][C:7]=2[CH:6]=[CH:5][CH:4]=1.[Cl:13][C:14]1[CH:15]=[C:16]([CH:20]=[CH:21][CH:22]=1)[C:17](Cl)=[O:18].Br[CH:24]([CH3:30])[C:25]([O:27]CC)=[O:26].FC1C2N=C(N)SC=2C=C(F)C=1.C1(C)C=CC(C(Cl)=O)=CC=1.BrCC(OCC)=O. Given the product [Cl:13][C:14]1[CH:15]=[C:16]([CH:20]=[CH:21][CH:22]=1)[C:17]([N:12]=[C:10]1[N:9]([CH:24]([CH3:30])[C:25]([OH:27])=[O:26])[C:8]2[C:3]([O:2][CH3:1])=[CH:4][CH:5]=[CH:6][C:7]=2[S:11]1)=[O:18], predict the reactants needed to synthesize it. (3) The reactants are: [Cl:1][C:2]1[CH:11]=[CH:10][C:5]([C:6]([NH:8][NH2:9])=[O:7])=[CH:4][CH:3]=1.[F:12][C:13]1[CH:18]=[CH:17][C:16]([F:19])=[CH:15][C:14]=1[C:20](=[O:28])[CH2:21][C:22](=O)[C:23]([F:26])([F:25])[F:24]. Given the product [Cl:1][C:2]1[CH:11]=[CH:10][C:5]([C:6]([N:8]2[C:20]([C:14]3[CH:15]=[C:16]([F:19])[CH:17]=[CH:18][C:13]=3[F:12])([OH:28])[CH2:21][C:22]([C:23]([F:25])([F:26])[F:24])=[N:9]2)=[O:7])=[CH:4][CH:3]=1, predict the reactants needed to synthesize it. (4) Given the product [Cl:25][C:26]1[CH:31]=[C:30]([CH2:32][N:6]2[C:2]([CH3:1])=[N:3][C:4]([C:7]3[O:8][C:9]([C:12]4[CH:13]=[CH:14][CH:15]=[CH:16][CH:17]=4)=[N:10][N:11]=3)=[N:5]2)[CH:29]=[CH:28][N:27]=1, predict the reactants needed to synthesize it. The reactants are: [CH3:1][C:2]1[NH:6][N:5]=[C:4]([C:7]2[O:8][C:9]([C:12]3[CH:17]=[CH:16][CH:15]=[CH:14][CH:13]=3)=[N:10][N:11]=2)[N:3]=1.CN(C=O)C.[Na+].[I-].[Cl:25][C:26]1[CH:31]=[C:30]([CH2:32]Cl)[CH:29]=[CH:28][N:27]=1.